The task is: Predict the reaction yield, written as a fraction of the theoretical maximum amount of product (1.0 means a 100% yield; for example, 0.34 means a 34% yield).. This data is from Reaction yield outcomes from USPTO patents with 853,638 reactions. (1) The reactants are [Cl:1][C:2]1[C:7]([Cl:8])=[CH:6][CH:5]=[CH:4][C:3]=1B(O)O.Br[C:13]1[CH:14]=[C:15]([CH:19]2[CH2:21][CH:20]2[C:22]([O:24][CH3:25])=[O:23])[CH:16]=[N:17][CH:18]=1.C(Cl)Cl.C([O-])([O-])=O.[Na+].[Na+]. The catalyst is CN(C=O)C.C1C=CC(P(C2C=CC=CC=2)[C-]2C=CC=C2)=CC=1.C1C=CC(P(C2C=CC=CC=2)[C-]2C=CC=C2)=CC=1.Cl[Pd]Cl.[Fe+2]. The product is [Cl:1][C:2]1[C:7]([Cl:8])=[CH:6][CH:5]=[CH:4][C:3]=1[C:13]1[CH:14]=[C:15]([CH:19]2[CH2:21][CH:20]2[C:22]([O:24][CH3:25])=[O:23])[CH:16]=[N:17][CH:18]=1. The yield is 0.740. (2) The reactants are [C:1]1([C:7]2([C:16]3[CH:21]=[CH:20][CH:19]=[CH:18][CH:17]=3)[CH2:12][CH2:11][N:10]([CH2:13][C:14]#[N:15])[CH2:9][CH2:8]2)[CH:6]=[CH:5][CH:4]=[CH:3][CH:2]=1.Cl.CCOCC. The catalyst is C1COCC1.C(Cl)Cl. The product is [NH2:15][CH2:14][CH2:13][N:10]1[CH2:11][CH2:12][C:7]([C:16]2[CH:21]=[CH:20][CH:19]=[CH:18][CH:17]=2)([C:1]2[CH:2]=[CH:3][CH:4]=[CH:5][CH:6]=2)[CH2:8][CH2:9]1. The yield is 0.940. (3) The reactants are [F:1][C:2]1[CH:7]=[CH:6][C:5]([CH:8]2[C:17](=O)[C:16]3[C:15]([C:19]([O:21]CC)=O)=[CH:14][CH:13]=[CH:12][C:11]=3[NH:10][CH:9]2[C:24]2[N:25]([CH3:29])[CH:26]=[CH:27][N:28]=2)=[CH:4][CH:3]=1.O.[NH2:31][NH2:32]. The catalyst is CO. The product is [F:1][C:2]1[CH:7]=[CH:6][C:5]([CH:8]2[C:17]3=[N:31][NH:32][C:19](=[O:21])[C:15]4[CH:14]=[CH:13][CH:12]=[C:11]([C:16]=43)[NH:10][CH:9]2[C:24]2[N:25]([CH3:29])[CH:26]=[CH:27][N:28]=2)=[CH:4][CH:3]=1. The yield is 0.140. (4) The reactants are [NH2:1][C:2]1[S:6][N:5]=[C:4]([CH3:7])[C:3]=1[C:8]([NH:10][C:11]1[CH:12]=[N:13][C:14]([O:17][CH3:18])=[CH:15][CH:16]=1)=[O:9].Cl[C:20]1[N:21]=[CH:22][C:23]([C:26]([O:28][CH3:29])=[O:27])=[N:24][CH:25]=1.C(=O)([O-])[O-].[Cs+].[Cs+].CC1(C)C2C(=C(P(C3C=CC=CC=3)C3C=CC=CC=3)C=CC=2)OC2C(P(C3C=CC=CC=3)C3C=CC=CC=3)=CC=CC1=2. The catalyst is O1CCOCC1.CN(C=O)C.C([O-])(=O)C.[Pd+2].C([O-])(=O)C. The product is [CH3:18][O:17][C:14]1[N:13]=[CH:12][C:11]([NH:10][C:8]([C:3]2[C:4]([CH3:7])=[N:5][S:6][C:2]=2[NH:1][C:20]2[N:21]=[CH:22][C:23]([C:26]([O:28][CH3:29])=[O:27])=[N:24][CH:25]=2)=[O:9])=[CH:16][CH:15]=1. The yield is 0.0300. (5) The reactants are Cl.[CH3:2][NH:3][O:4][CH3:5].[CH2:6]([O:10][C:11]1[CH:15]=[C:14]([C:16]([OH:18])=O)[N:13]([CH2:19][C:20]2[CH:25]=[CH:24][C:23]([C:26]([F:29])([F:28])[F:27])=[CH:22][CH:21]=2)[N:12]=1)[CH2:7][CH2:8][CH3:9].Cl.C(N=C=NCCCN(C)C)C.O.ON1C2C=CC=CC=2N=N1. The catalyst is O.C(N(CC)CC)C. The product is [CH2:6]([O:10][C:11]1[CH:15]=[C:14]([C:16]([N:3]([O:4][CH3:5])[CH3:2])=[O:18])[N:13]([CH2:19][C:20]2[CH:21]=[CH:22][C:23]([C:26]([F:27])([F:28])[F:29])=[CH:24][CH:25]=2)[N:12]=1)[CH2:7][CH2:8][CH3:9]. The yield is 0.810. (6) The reactants are [N+:1]([C:4]1[CH:13]=[CH:12][C:7]2[NH:8][CH2:9][CH2:10][O:11][C:6]=2[CH:5]=1)([O-:3])=[O:2].[CH:14](=O)[CH2:15][CH3:16].[BH3-]C#N.[Na+]. No catalyst specified. The product is [N+:1]([C:4]1[CH:13]=[CH:12][C:7]2[N:8]([CH2:14][CH2:15][CH3:16])[CH2:9][CH2:10][O:11][C:6]=2[CH:5]=1)([O-:3])=[O:2]. The yield is 0.690.